From a dataset of Reaction yield outcomes from USPTO patents with 853,638 reactions. Predict the reaction yield, written as a fraction of the theoretical maximum amount of product (1.0 means a 100% yield; for example, 0.34 means a 34% yield). The reactants are [CH:1]1([C:7]2[NH:11][C:10](=[O:12])[C:9]3([CH2:17][CH2:16][N:15]([S:18]([CH2:21][CH2:22][C:23]4[CH:28]=[CH:27][CH:26]=[C:25]([N+:29]([O-])=O)[CH:24]=4)(=[O:20])=[O:19])[CH2:14][CH2:13]3)[N:8]=2)[CH2:6][CH2:5][CH2:4][CH2:3][CH2:2]1. The catalyst is C(O)C.[Pd]. The product is [NH2:29][C:25]1[CH:24]=[C:23]([CH2:22][CH2:21][S:18]([N:15]2[CH2:14][CH2:13][C:9]3([N:8]=[C:7]([CH:1]4[CH2:6][CH2:5][CH2:4][CH2:3][CH2:2]4)[NH:11][C:10]3=[O:12])[CH2:17][CH2:16]2)(=[O:20])=[O:19])[CH:28]=[CH:27][CH:26]=1. The yield is 0.980.